Task: Predict the reaction yield, written as a fraction of the theoretical maximum amount of product (1.0 means a 100% yield; for example, 0.34 means a 34% yield).. Dataset: Reaction yield outcomes from USPTO patents with 853,638 reactions The reactants are [C:1]1([CH2:7][CH2:8][CH2:9][O:10][C:11]2[C:12]3[O:32][CH:31]=[CH:30][C:13]=3[C:14](S(C(F)(F)F)(=O)=O)=[C:15]3[C:20]=2[O:19][C:18]([CH3:21])=[CH:17][C:16]3=[O:22])[CH:6]=[CH:5][CH:4]=[CH:3][CH:2]=1.C([O-])=O.C([NH+](CC)CC)C.C(N(CC)CC)C.C1(P(C2C=CC=CC=2)C2C=CC=CC=2)C=CC=CC=1. The catalyst is CN(C)C=O.CC([O-])=O.CC([O-])=O.[Pd+2]. The product is [CH3:21][C:18]1[O:19][C:20]2[C:15]([C:16](=[O:22])[CH:17]=1)=[CH:14][C:13]1[CH:30]=[CH:31][O:32][C:12]=1[C:11]=2[O:10][CH2:9][CH2:8][CH2:7][C:1]1[CH:2]=[CH:3][CH:4]=[CH:5][CH:6]=1. The yield is 0.750.